From a dataset of Experimentally validated miRNA-target interactions with 360,000+ pairs, plus equal number of negative samples. Binary Classification. Given a miRNA mature sequence and a target amino acid sequence, predict their likelihood of interaction. (1) The miRNA is hsa-miR-4537 with sequence UGAGCCGAGCUGAGCUUAGCUG. The protein sequence of the target gene is MLSGVWFLSVLTVAGILQTESRKTAKDICKIRCLCEEKENVLNINCENKGFTTVSLLQPPQYRIYQLFLNGNLLTRLYPNEFVNYSNAVTLHLGNNGLQEIRPGAFSGLKTLKRLHLNNNKLEVLREDTFLGLESLEYLQADYNYISTIEAGAFSKLNKLKVLILNDNLLLSLPSNVFRFVLLTHLDLRGNRLKVMPFAGVLEHIGGIMEIQLEENPWNCTCDLLPLKAWLDTITVFVGEIVCETPFRLHGKDVTQLTRQDLCPRKSASGDSSQRSSHSDTHVQRLTPTTNPALNPTRAP.... Result: 0 (no interaction). (2) The miRNA is mmu-miR-7000-3p with sequence CACCCACCUGCCUGUCCUCCAG. The protein sequence of the target gene is MSLSDWHLAVKLADQPLTPKSILRLPETELGEYSLGGYSISFLKQLIAGKLQESVPDPELIDLIYCGRKLKDDQTLDFYGIQPGSTVHVLRKSWPEPDQKPEPVDKVAAMREFRVLHTALHSSSSYREAVFKMLSNKESLDQIIVATPGLSSDPIALGVLQDKDLFSVFADPNMLDTLVPAHPALVNAIVLVLHSVAGSAPMPGTDSSSRSMPSSSYRDMPGGFLFEGLSDDEDDFHPNTRSTPSSSTPSSRPASLGYSGAAGPRPITQSELATALALASTPESSSHTPTPGTQGHSSGT.... Result: 0 (no interaction). (3) The miRNA is mmu-miR-495-3p with sequence AAACAAACAUGGUGCACUUCUU. The protein sequence of the target gene is MLFLAFHAGSWGSWCCCCCVITADRPWDRGRRWQLEMADTPSVYETRFEAAVKVIQSLPKNGSFQPTNEMMLKFYSFYKQATEGPCKLSRPGFWDPIGRYKWDAWSSLGDMTKEEAMIAYVEEMKKIIETMPMTEKVEELLHVIGPFYEIVEDKKSSKSSDLTSDLGNVLTSSNAKAVNGKAESSDSGAESEEEEAQEELKGAEQSGSDDKKTLKKSADKNLEIIVTNGYKGSFVQDIQSDIHTDSSRSTRSSEDEKPGDESSQQTGHTIVCAHQDRNEDPSEDASGIHHLTSDSDSEVY.... Result: 0 (no interaction). (4) The miRNA is hsa-miR-2355-5p with sequence AUCCCCAGAUACAAUGGACAA. Result: 1 (interaction). The protein sequence of the target gene is MASNFNDIVKQGYVKIRSRKLGIFRRCWLVFKKASSKGPRRLEKFPDEKAAYFRNFHKVTELHNIKNITRLPRETKKHAVAIIFHDETSKTFACESELEAEEWCKHLCMECLGTRLNDISLGEPDLLAAGVQREQNERFNVYLMPTPNLDIYGECTMQITHENIYLWDIHNAKVKLVMWPLSSLRRYGRDSTWFTFESGRMCDTGEGLFTFQTREGEMIYQKVHSATLAIAEQHERLMLEMEQKARLQTSLTEPMTLSKSISLPRSAYWHHITRQNSVGEIYSLQGHGFGSSKMSRAQTF.... (5) The miRNA is hsa-miR-4429 with sequence AAAAGCUGGGCUGAGAGGCG. The protein sequence of the target gene is MLEGLVAWVLNTYLGKYVNNLNTDQLSVALLKGAVELENLPLKKDALKELELPFEVKAGFIGKVTLQIPFYRPHVDPWVISISSLHLIGAPEKIQDFNDEKEKLLERERKKALLQALEEKWKNDRQQKGESYWYSVTASVVTRIVENIELKIQDVHLRFEDGVTNPSHPFAFGICIKNVSMQNAVNEPVQKLMRKKQLDVAEFSIYWDVDCTLLGDLPQMELQEAMARSMESRSHHYVLEPVFASALLKRNCSKKPLRSRHSPRIDCDIQLETIPLKLSQLQYRQIMEFLKELERKERQV.... Result: 1 (interaction). (6) The miRNA is rno-miR-290 with sequence UCUCAAACUAUGGGGGCA. The protein sequence of the target gene is MSQGSVTFRDVAIDFSQEEWKWLQPAQRDLYRCVMLENYGHLVSLGLSISKPDVVSLLEQGKEPWLGKREVKRDLFSVSESSGEIKDFSPKNVIYDDSSQYLIMERILSQGPVYSSFKGGWKCKDHTEMLQENQGCIRKVTVSHQEALAQHMNISTVERPYGCHECGKTFGRRFSLVLHQRTHTGEKPYACKECGKTFSQISNLVKHQMIHTGKKPHECKDCNKTFSYLSFLIEHQRTHTGEKPYECTECGKAFSRASNLTRHQRIHIGKKQYICRKCGKAFSSGSELIRHQITHTGEKP.... Result: 0 (no interaction).